Dataset: Full USPTO retrosynthesis dataset with 1.9M reactions from patents (1976-2016). Task: Predict the reactants needed to synthesize the given product. (1) Given the product [CH3:11][N:6]1[CH:5]=[C:4]2[C:8]([CH:9]=[CH:10][C:2]([C:22]3[CH:21]=[N:20][CH:25]=[CH:24][CH:23]=3)=[C:3]2[CH:12]2[CH2:14][CH:13]2[CH2:15][NH:16][C:17](=[O:19])[CH3:18])=[N:7]1, predict the reactants needed to synthesize it. The reactants are: Br[C:2]1[CH:10]=[CH:9][C:8]2[C:4](=[CH:5][N:6]([CH3:11])[N:7]=2)[C:3]=1[CH:12]1[CH2:14][CH:13]1[CH2:15][NH:16][C:17](=[O:19])[CH3:18].[N:20]1[CH:25]=[CH:24][CH:23]=[C:22](B(O)O)[CH:21]=1.C(=O)([O-])[O-].[Na+].[Na+].C(O)C. (2) Given the product [Cl:13][C:14]1[C:15]([OH:21])=[C:16]([C:17]([CH3:20])=[CH:18][CH:19]=1)[CH:1]=[O:2], predict the reactants needed to synthesize it. The reactants are: [CH2:1]=[O:2].[Cl-].[Mg+2].[Cl-].C(N(CC)CC)C.[Cl:13][C:14]1[CH:19]=[CH:18][C:17]([CH3:20])=[CH:16][C:15]=1[OH:21].Cl. (3) Given the product [CH3:1][CH2:2][C:3]([C:5]([C:18]1[CH:19]=[CH:20][CH:21]=[CH:22][CH:23]=1)([C:12]1[CH:13]=[CH:14][CH:15]=[CH:16][CH:17]=1)[CH2:6][CH:7]([N:9]([CH3:11])[CH3:10])[CH3:8])=[O:4], predict the reactants needed to synthesize it. The reactants are: [CH3:1][CH2:2][C:3]([C:5]([C:18]1[CH:19]=[CH:20][CH:21]=[CH:22][CH:23]=1)([C:12]1[CH:13]=[CH:14][CH:15]=[CH:16][CH:17]=1)[CH2:6][CH:7]([N:9]([CH3:11])[CH3:10])[CH3:8])=[O:4].Cl.[OH-].[NH4+]. (4) Given the product [NH:12]1[C:13]2[C:18](=[CH:17][CH:16]=[CH:15][CH:14]=2)[C:10]([C:8](=[O:9])[CH:35]([NH:34][C:32]2[CH:31]=[CH:30][N:29]=[C:28]([O:27][CH3:26])[CH:33]=2)[C:36]2[CH:37]=[N:38][CH:39]=[CH:40][CH:41]=2)=[CH:11]1, predict the reactants needed to synthesize it. The reactants are: C(N(CC)CC)C.[CH:8]([C:10]1[C:18]2[C:13](=[CH:14][CH:15]=[CH:16][CH:17]=2)[N:12](C(OC(C)(C)C)=O)[CH:11]=1)=[O:9].[CH3:26][O:27][C:28]1[CH:33]=[C:32]([N:34]=[CH:35][C:36]2[CH:37]=[N:38][CH:39]=[CH:40][CH:41]=2)[CH:31]=[CH:30][N:29]=1.